From a dataset of Full USPTO retrosynthesis dataset with 1.9M reactions from patents (1976-2016). Predict the reactants needed to synthesize the given product. Given the product [OH:20][C:19]1[N:3]2[C:2](=[N:1][C:5]3[CH2:6][CH2:7][CH2:8][CH2:9][C:4]=32)[C:10]([C:11]#[N:12])=[C:14]2[CH2:18][CH2:17][CH2:16][C:15]=12, predict the reactants needed to synthesize it. The reactants are: [NH:1]1[C:5]2[CH2:6][CH2:7][CH2:8][CH2:9][C:4]=2[N:3]=[C:2]1[CH2:10][C:11]#[N:12].O=[C:14]1[CH2:18][CH2:17][CH2:16][CH:15]1[C:19](OC)=[O:20].C([O-])(=O)C.[NH4+].